From a dataset of Reaction yield outcomes from USPTO patents with 853,638 reactions. Predict the reaction yield, written as a fraction of the theoretical maximum amount of product (1.0 means a 100% yield; for example, 0.34 means a 34% yield). (1) The reactants are [H-].[Na+].[CH3:3][O:4][C:5](=[O:11])[C:6]([CH3:10])([CH3:9])[CH2:7][OH:8].[CH3:12]OS(C1C=CC(C)=CC=1)(=O)=O. The catalyst is CN(C)C=O.O.CCCCCC. The product is [CH3:3][O:4][C:5](=[O:11])[C:6]([CH3:10])([CH3:9])[CH2:7][O:8][CH3:12]. The yield is 0.550. (2) The reactants are [C:1]1([C:7]2[C:11]([C:12]([F:15])([F:14])[F:13])=[C:10]([C:16]3[C:20]4[CH2:21][O:22][C:23]5[CH:24]=[C:25]([CH2:29][OH:30])[CH:26]=[CH:27][C:28]=5[C:19]=4[O:18][N:17]=3)[O:9][N:8]=2)[CH:6]=[CH:5][CH:4]=[CH:3][CH:2]=1.CC(OI1(OC(C)=O)(OC(C)=O)OC(=O)C2C=CC=CC1=2)=O. The catalyst is ClCCl. The product is [C:1]1([C:7]2[C:11]([C:12]([F:15])([F:14])[F:13])=[C:10]([C:16]3[C:20]4[CH2:21][O:22][C:23]5[CH:24]=[C:25]([CH:29]=[O:30])[CH:26]=[CH:27][C:28]=5[C:19]=4[O:18][N:17]=3)[O:9][N:8]=2)[CH:6]=[CH:5][CH:4]=[CH:3][CH:2]=1. The yield is 1.00. (3) The reactants are [N:1]1[CH:6]=[CH:5][CH:4]=[CH:3][C:2]=1[NH:7][C:8]([NH2:10])=[S:9].Br[C:12](=[CH:15]O)[CH:13]=[O:14].C([O-])(=O)C.[Na+]. The catalyst is CC(C)=O. The product is [N:1]1[CH:6]=[CH:5][CH:4]=[CH:3][C:2]=1[NH:7][C:8]1[S:9][C:12]([CH:13]=[O:14])=[CH:15][N:10]=1. The yield is 0.520. (4) The reactants are Br[C:2]1[C:3](=[O:32])[N:4]([CH2:24][CH2:25][C:26]2[CH:31]=[CH:30][CH:29]=[CH:28][CH:27]=2)[C:5]([C:9]2[CH:14]=[CH:13][CH:12]=[C:11]([F:15])[C:10]=2[O:16][CH2:17][C:18]2[CH:23]=[CH:22][CH:21]=[CH:20][CH:19]=2)=[N:6][C:7]=1[CH3:8].[NH:33]1[CH:37]=[CH:36][CH:35]=[CH:34]1. The catalyst is C1(C)C=CC=CC=1.C1C=CC(/C=C/C(/C=C/C2C=CC=CC=2)=O)=CC=1.C1C=CC(/C=C/C(/C=C/C2C=CC=CC=2)=O)=CC=1.C1C=CC(/C=C/C(/C=C/C2C=CC=CC=2)=O)=CC=1.[Pd].[Pd]. The product is [F:15][C:11]1[C:10]([O:16][CH2:17][C:18]2[CH:23]=[CH:22][CH:21]=[CH:20][CH:19]=2)=[C:9]([C:5]2[N:4]([CH2:24][CH2:25][C:26]3[CH:31]=[CH:30][CH:29]=[CH:28][CH:27]=3)[C:3](=[O:32])[C:2]([N:33]3[CH:37]=[CH:36][CH:35]=[CH:34]3)=[C:7]([CH3:8])[N:6]=2)[CH:14]=[CH:13][CH:12]=1. The yield is 0.380. (5) The reactants are [CH2:1]([O:3][C:4]1([C:7]2[CH:12]=[CH:11][C:10]([C:13]#[CH:14])=[CH:9][C:8]=2[CH:15]([CH3:17])[CH3:16])[CH2:6][CH2:5]1)[CH3:2].[CH2:18]([O:20][C:21](=[O:29])[C:22]1[CH:27]=[CH:26][C:25](I)=[CH:24][CH:23]=1)[CH3:19]. The catalyst is C(N(CC)CC)C.[Cu]I.Cl[Pd](Cl)([P](C1C=CC=CC=1)(C1C=CC=CC=1)C1C=CC=CC=1)[P](C1C=CC=CC=1)(C1C=CC=CC=1)C1C=CC=CC=1. The product is [CH2:1]([O:3][C:4]1([C:7]2[CH:12]=[CH:11][C:10]([C:13]#[C:14][C:25]3[CH:26]=[CH:27][C:22]([C:21]([O:20][CH2:18][CH3:19])=[O:29])=[CH:23][CH:24]=3)=[CH:9][C:8]=2[CH:15]([CH3:16])[CH3:17])[CH2:6][CH2:5]1)[CH3:2]. The yield is 0.340. (6) The reactants are S.[Cl:2][C:3]1[CH:4]=[C:5]([CH2:10][C:11]#[N:12])[CH:6]=[CH:7][C:8]=1[Cl:9].C(N(CC)CC)C.C(N)(=[S:22])C. The catalyst is C(O)C. The product is [Cl:2][C:3]1[CH:4]=[C:5]([CH2:10][C:11]([NH2:12])=[S:22])[CH:6]=[CH:7][C:8]=1[Cl:9]. The yield is 0.550. (7) The reactants are [N:1]1([CH2:7][CH2:8][CH2:9][O:10][C:11]2[CH:16]=[CH:15][C:14]([NH2:17])=[CH:13][CH:12]=2)[CH2:6][CH2:5][CH2:4][CH2:3][CH2:2]1.[CH3:18][C:19]1[CH:27]=[CH:26][CH:25]=[C:24]2[C:20]=1[C:21](=[CH:29]O)[C:22](=[O:28])[NH:23]2. No catalyst specified. The product is [CH3:18][C:19]1[CH:27]=[CH:26][CH:25]=[C:24]2[C:20]=1[C:21](=[CH:29][NH:17][C:14]1[CH:13]=[CH:12][C:11]([O:10][CH2:9][CH2:8][CH2:7][N:1]3[CH2:2][CH2:3][CH2:4][CH2:5][CH2:6]3)=[CH:16][CH:15]=1)[C:22](=[O:28])[NH:23]2. The yield is 0.490.